From a dataset of Catalyst prediction with 721,799 reactions and 888 catalyst types from USPTO. Predict which catalyst facilitates the given reaction. The catalyst class is: 3. Reactant: [OH:1][C:2]1[CH:3]=[C:4]2[C:9](=[CH:10][CH:11]=1)[C:7](=[O:8])[O:6][CH2:5]2.Cl.Cl[CH2:14][CH2:15][N:16]1[CH2:21][CH2:20][O:19][CH2:18][CH2:17]1.C(=O)([O-])[O-].[K+].[K+]. Product: [N:16]1([CH2:15][CH2:14][O:1][C:2]2[CH:3]=[C:4]3[C:9](=[CH:10][CH:11]=2)[C:7](=[O:8])[O:6][CH2:5]3)[CH2:21][CH2:20][O:19][CH2:18][CH2:17]1.